From a dataset of Full USPTO retrosynthesis dataset with 1.9M reactions from patents (1976-2016). Predict the reactants needed to synthesize the given product. Given the product [CH2:18]([O:17][C:15](=[O:16])[CH:20]=[CH:8][C:6]1[CH:5]=[N:4][C:3]([C:10]([C:11]#[N:12])([CH3:14])[CH3:13])=[C:2]([Cl:1])[CH:7]=1)[CH3:19], predict the reactants needed to synthesize it. The reactants are: [Cl:1][C:2]1[C:3]([C:10]([CH3:14])([CH3:13])[C:11]#[N:12])=[N:4][CH:5]=[C:6]([CH:8]=O)[CH:7]=1.[C:15]([CH:20]=P(C1C=CC=CC=1)(C1C=CC=CC=1)C1C=CC=CC=1)([O:17][CH2:18][CH3:19])=[O:16].